From a dataset of Drug-target binding data from BindingDB using IC50 measurements. Regression. Given a target protein amino acid sequence and a drug SMILES string, predict the binding affinity score between them. We predict pIC50 (pIC50 = -log10(IC50 in M); higher means more potent). Dataset: bindingdb_ic50. (1) The target protein (P68825) has sequence MLTMKDIIRDGHPTLRQKAAELELPLTKEEKETLIAMREFLVNSQDEEIAKRYGLRSGVGLAAPQINISKRMIAVLIPDDGSGKSYDYMLVNPKIVSHSVQEAYLPTGEGCLSVDDNVAGLVHRHNRITIKAKDIEGNDIQLRLKGYPAIVFQHEIDHLNGVMFYDHIDKNHPLQPHTDAVEV. The pIC50 is 4.5. The small molecule is Cc1c(O)c(O)c(O)c2c1CO[C@H]2[C@H]1OC(O)c2c(C)c(O)c(O)c(O)c21. (2) The drug is CC/C=C1\SC(=S)N(c2cccc(C(=O)O)c2)C1=O. The pIC50 is 4.2. The target protein (Q9NRW4) has sequence MGNGMNKILPGLYIGNFKDARDAEQLSKNKVTHILSVHDSARPMLEGVKYLCIPAADSPSQNLTRHFKESIKFIHECRLRGESCLVHCLAGVSRSVTLVIAYIMTVTDFGWEDALHTVRAGRSCANPNVGFQRQLQEFEKHEVHQYRQWLKEEYGESPLQDAEEAKNILAAPGILKFWAFLRRL. (3) The compound is O=C(Nc1nc(=O)c2ccccc2s1)c1ccco1. The target protein sequence is MMNVILFLTLSNIFVFNSAQHQINLLSEIVQSRCTQWKVEHGATNISCSEIWNSFESILLSTHTKSACVMKSGLFDDFVYQLFELEQQQQQRHHTIQTEQYFHSQVMNIIRGMCKRLGVCRSLETTFPGYLFDELNWCNGSLTGNTKYGTVCGCDYKSNVVHAFWQSASAEYARRASGNIFVVLNGSVKAPFNENKTFGKIELPLLKHPRVQQLTVKLVHSLEDVNNRQTCESWSLQELANKLNSVHIPFRCIDDPLEFRHYQCIENPGKQLCQFSASTRSNVETLLILFPLVICLTFYTSMN. The pIC50 is 4.7.